This data is from Reaction yield outcomes from USPTO patents with 853,638 reactions. The task is: Predict the reaction yield, written as a fraction of the theoretical maximum amount of product (1.0 means a 100% yield; for example, 0.34 means a 34% yield). (1) The reactants are [OH:1][C:2]1[CH:30]=[CH:29][C:5]([C:6]([O:8][C@@H:9]2[CH2:18][C:17]3[C:12](=[CH:13][C:14]([OH:20])=[CH:15][C:16]=3[OH:19])[O:11][C@@H:10]2[C:21]2[CH:26]=[CH:25][C:24]([OH:27])=[C:23]([OH:28])[CH:22]=2)=[O:7])=[CH:4][CH:3]=1. The catalyst is C(Cl)(Cl)Cl. The product is [C:6]([OH:8])(=[O:7])[CH3:5].[C:6]([OH:8])(=[O:7])[CH3:5].[C:6]([OH:8])(=[O:7])[CH3:5].[C:6]([OH:8])(=[O:7])[CH3:5].[C:6]([OH:8])(=[O:7])[CH3:5].[OH:1][C:2]1[CH:3]=[CH:4][C:5]([C:6]([O:8][C@@H:9]2[CH2:18][C:17]3[C:12](=[CH:13][C:14]([OH:20])=[CH:15][C:16]=3[OH:19])[O:11][C@@H:10]2[C:21]2[CH:26]=[CH:25][C:24]([OH:27])=[C:23]([OH:28])[CH:22]=2)=[O:7])=[CH:29][CH:30]=1. The yield is 0.960. (2) The reactants are [CH2:1]([O:3][C:4](=[O:25])[C@H:5]([C:18]1[CH:23]=[CH:22][C:21]([Cl:24])=[CH:20][CH:19]=1)[N:6]1[C:15](=[O:16])[C:14]2[C:9](=[CH:10][CH:11]=[CH:12][CH:13]=2)[NH:8][C:7]1=[O:17])[CH3:2].Br[CH2:27][C:28]1[C:32]2[C:33]([CH3:38])=[CH:34][C:35]([CH3:37])=[CH:36][C:31]=2[S:30][N:29]=1.C([O-])([O-])=O.[K+].[K+].O. The catalyst is CN(C=O)C. The product is [CH2:1]([O:3][C:4](=[O:25])[C@H:5]([C:18]1[CH:19]=[CH:20][C:21]([Cl:24])=[CH:22][CH:23]=1)[N:6]1[C:15](=[O:16])[C:14]2[C:9](=[CH:10][CH:11]=[CH:12][CH:13]=2)[N:8]([CH2:27][C:28]2[C:32]3[C:33]([CH3:38])=[CH:34][C:35]([CH3:37])=[CH:36][C:31]=3[S:30][N:29]=2)[C:7]1=[O:17])[CH3:2]. The yield is 0.670. (3) The reactants are [CH3:1][C:2]1[CH:3]=[CH:4][C:5]([NH:8][C:9](=[O:19])[C:10]2[CH:15]=[CH:14][CH:13]=[CH:12][C:11]=2[N+:16]([O-])=O)=[N:6][CH:7]=1.[BH4-].[Na+]. The catalyst is C1COCC1.CO. The product is [CH3:1][C:2]1[CH:3]=[CH:4][C:5]([NH:8][C:9](=[O:19])[C:10]2[CH:15]=[CH:14][CH:13]=[CH:12][C:11]=2[NH2:16])=[N:6][CH:7]=1. The yield is 0.950. (4) The reactants are [CH3:1][N:2]([CH2:11][CH2:12][N:13]1[CH2:18][CH2:17][S:16][C:15]2[CH:19]=[C:20]([NH:23][C:24]([C:26]3[S:27][CH:28]=[CH:29][CH:30]=3)=[NH:25])[CH:21]=[CH:22][C:14]1=2)[CH2:3][C:4]([O:6]C(C)(C)C)=[O:5].C1(OC)C=CC=CC=1.FC(F)(F)C(O)=O.C(Cl)[Cl:47]. No catalyst specified. The product is [ClH:47].[ClH:47].[CH3:1][N:2]([CH2:11][CH2:12][N:13]1[CH2:18][CH2:17][S:16][C:15]2[CH:19]=[C:20]([NH:23][C:24]([C:26]3[S:27][CH:28]=[CH:29][CH:30]=3)=[NH:25])[CH:21]=[CH:22][C:14]1=2)[CH2:3][C:4]([OH:6])=[O:5]. The yield is 0.960. (5) The reactants are Cl.[C:2](Cl)(=O)[CH3:3].[NH2:6][C:7]1[N:12]=[C:11]([C:13]2[CH:18]=[CH:17][C:16]([Cl:19])=[CH:15][C:14]=2[F:20])[N:10]=[C:9]([C:21]([OH:23])=[O:22])[C:8]=1[Cl:24].C(OCC)(=O)C.CCCCCC. The catalyst is C(O)C. The product is [CH2:2]([O:22][C:21]([C:9]1[C:8]([Cl:24])=[C:7]([NH2:6])[N:12]=[C:11]([C:13]2[CH:18]=[CH:17][C:16]([Cl:19])=[CH:15][C:14]=2[F:20])[N:10]=1)=[O:23])[CH3:3]. The yield is 0.635. (6) The reactants are [Cl:1][C:2]1[CH:3]=[N:4][N:5]([CH3:18])[C:6]=1[C:7]1[CH:12]=[C:11]([N+:13]([O-])=O)[CH:10]=[CH:9][C:8]=1[O:16][CH3:17]. The catalyst is CCO. The product is [Cl:1][C:2]1[CH:3]=[N:4][N:5]([CH3:18])[C:6]=1[C:7]1[CH:12]=[C:11]([NH2:13])[CH:10]=[CH:9][C:8]=1[O:16][CH3:17]. The yield is 0.860. (7) The product is [C:12]1([NH:11][C:8]([C:5]2([C:3]([O:2][CH3:1])=[O:4])[CH2:7][CH2:6]2)=[O:10])[CH:17]=[CH:16][CH:15]=[CH:14][CH:13]=1. The catalyst is CN(C=O)C.C(OCC)(=O)C. The yield is 1.00. The reactants are [CH3:1][O:2][C:3]([C:5]1([C:8]([OH:10])=O)[CH2:7][CH2:6]1)=[O:4].[NH2:11][C:12]1[CH:17]=[CH:16][CH:15]=[CH:14][CH:13]=1.C(N(C(C)C)CC)(C)C.F[B-](F)(F)F.N1(OC(N(C)C)=[N+](C)C)C2C=CC=CC=2N=N1. (8) The reactants are [CH:1]([Si:4]([C:11]#[CH:12])([CH:8]([CH3:10])[CH3:9])[CH:5]([CH3:7])[CH3:6])([CH3:3])[CH3:2].[Li]C[CH2:15][CH2:16][CH3:17].[Br:18][C:19]1[S:20][C:21]2[C:22](=O)[C:23]3[CH:24]=[C:25]([Br:32])[S:26][C:27]=3[C:28](=O)[C:29]=2[CH:30]=1.Cl[Sn]Cl.Cl. The catalyst is O1CCOCC1. The product is [Br:18][C:19]1[S:20][C:21]2[C:29]([CH:30]=1)=[C:28]([C:12]#[C:11][Si:4]([CH:5]([CH3:6])[CH3:7])([CH:1]([CH3:3])[CH3:2])[CH:8]([CH3:10])[CH3:9])[C:27]1[S:26][C:25]([Br:32])=[CH:24][C:23]=1[C:22]=2[C:2]#[C:1][Si:4]([CH:8]([CH3:10])[CH3:9])([CH:16]([CH3:17])[CH3:15])[CH:5]([CH3:7])[CH3:6]. The yield is 0.420. (9) The reactants are [OH-].[Na+].[CH2:3]([N:10]1[CH2:16][CH2:15][CH2:14][N:13]([C:17]2[N:22]=[C:21]([CH3:23])[C:20]([CH:24]([CH2:29][CH2:30][CH3:31])[C:25]([O:27]C)=[O:26])=[C:19]([C:32]3[CH:37]=[CH:36][C:35]([CH3:38])=[CH:34][CH:33]=3)[N:18]=2)[CH2:12][CH2:11]1)[C:4]1[CH:9]=[CH:8][CH:7]=[CH:6][CH:5]=1. The catalyst is CO. The product is [CH2:3]([N:10]1[CH2:16][CH2:15][CH2:14][N:13]([C:17]2[N:22]=[C:21]([CH3:23])[C:20]([CH:24]([CH2:29][CH2:30][CH3:31])[C:25]([OH:27])=[O:26])=[C:19]([C:32]3[CH:33]=[CH:34][C:35]([CH3:38])=[CH:36][CH:37]=3)[N:18]=2)[CH2:12][CH2:11]1)[C:4]1[CH:5]=[CH:6][CH:7]=[CH:8][CH:9]=1. The yield is 0.250.